From a dataset of Forward reaction prediction with 1.9M reactions from USPTO patents (1976-2016). Predict the product of the given reaction. (1) Given the reactants [CH3:1][NH:2][C:3]1[C:8]([CH:9]=O)=[CH:7][N:6]=[C:5]2[NH:11][CH:12]=[CH:13][C:4]=12.[CH3:14][O:15][C:16]1[CH:17]=[C:18]([NH2:24])[CH:19]=[C:20]([O:22][CH3:23])[CH:21]=1.C(O)(=O)C.C([BH3-])#N.[Na+].C([O-])([O-])=O.[Na+].[Na+], predict the reaction product. The product is: [CH3:23][O:22][C:20]1[CH:19]=[C:18]([NH:24][CH2:9][C:8]2[CH:7]=[N:6][C:5]3[NH:11][CH:12]=[CH:13][C:4]=3[C:3]=2[NH:2][CH3:1])[CH:17]=[C:16]([O:15][CH3:14])[CH:21]=1. (2) Given the reactants C(OC(=O)[NH:10][CH2:11][CH2:12][O:13][C:14]1[CH:19]=[CH:18][C:17]([C:20]2[N:21]=[CH:22][O:23][CH:24]=2)=[CH:16][CH:15]=1)C1C=CC=CC=1.C1CC=CCC=1, predict the reaction product. The product is: [O:23]1[CH:24]=[C:20]([C:17]2[CH:18]=[CH:19][C:14]([O:13][CH2:12][CH2:11][NH2:10])=[CH:15][CH:16]=2)[N:21]=[CH:22]1.